Dataset: Full USPTO retrosynthesis dataset with 1.9M reactions from patents (1976-2016). Task: Predict the reactants needed to synthesize the given product. (1) Given the product [CH3:21][N:17]1[CH2:16][CH:15]([C:13](=[O:14])[CH2:12][C@H:11]([C:8]2[CH:7]=[CH:6][C:5]([S:2]([CH3:1])(=[O:3])=[O:4])=[CH:10][CH:9]=2)[C:23]2[CH:28]=[CH:27][CH:26]=[CH:25][C:24]=2[CH3:29])[CH2:20][CH2:19][C:18]1=[O:31].[OH:14][C@@H:13]([CH:15]1[CH2:16][N:17]([CH3:21])[C:18](=[O:31])[CH2:19][CH2:20]1)[CH2:12][CH:11]([C:8]1[CH:9]=[CH:10][C:5]([S:2]([CH3:1])(=[O:3])=[O:4])=[CH:6][CH:7]=1)[C:23]1[CH:28]=[CH:27][CH:26]=[CH:25][C:24]=1[CH3:29], predict the reactants needed to synthesize it. The reactants are: [CH3:1][S:2]([C:5]1[CH:10]=[CH:9][C:8]([C@H:11]([C:23]2[CH:28]=[CH:27][CH:26]=[CH:25][C:24]=2[CH3:29])[CH2:12][C:13]([C:15]2[C:16](=O)[N:17]([CH3:21])[CH:18]=[CH:19][CH:20]=2)=[O:14])=[CH:7][CH:6]=1)(=[O:4])=[O:3].C[OH:31]. (2) The reactants are: [CH:1]([C:4]1[N:5]=[C:6]([CH2:9][CH2:10][C:11]2[CH:41]=[CH:40][N:14]3[C:15](=[O:39])[C:16]([C:25]4[N:29](CC5C=CC(OC)=CC=5)[N:28]=[N:27][N:26]=4)=[C:17]([N:19]4[CH2:24][CH2:23][O:22][CH2:21][CH2:20]4)[N:18]=[C:13]3[CH:12]=2)[S:7][CH:8]=1)([CH3:3])[CH3:2].C1(OC)C=CC=CC=1. Given the product [CH:1]([C:4]1[N:5]=[C:6]([CH2:9][CH2:10][C:11]2[CH:41]=[CH:40][N:14]3[C:15](=[O:39])[C:16]([C:25]4[NH:29][N:28]=[N:27][N:26]=4)=[C:17]([N:19]4[CH2:24][CH2:23][O:22][CH2:21][CH2:20]4)[N:18]=[C:13]3[CH:12]=2)[S:7][CH:8]=1)([CH3:3])[CH3:2], predict the reactants needed to synthesize it. (3) Given the product [CH3:1][O:2][C:3]1[C:11]2[N:10]=[C:9]([CH2:12][CH2:13][CH2:14][N:15]([CH3:33])[CH2:16][CH2:17][C@:18]3([O:32][C:37](=[O:38])[CH2:36][C:35]([F:41])([F:40])[F:34])[CH2:23][C@H:22]4[CH2:24][CH2:25][C@@H:19]3[CH:20]=[C:21]4[C:26]3[CH:27]=[CH:28][CH:29]=[CH:30][CH:31]=3)[NH:8][C:7]=2[CH:6]=[CH:5][CH:4]=1, predict the reactants needed to synthesize it. The reactants are: [CH3:1][O:2][C:3]1[C:11]2[N:10]=[C:9]([CH2:12][CH2:13][CH2:14][N:15]([CH3:33])[CH2:16][CH2:17][C:18]3([OH:32])[CH2:23][CH:22]4[CH2:24][CH2:25][CH:19]3[CH:20]=[C:21]4[C:26]3[CH:31]=[CH:30][CH:29]=[CH:28][CH:27]=3)[NH:8][C:7]=2[CH:6]=[CH:5][CH:4]=1.[F:34][C:35]([F:41])([F:40])[CH2:36][C:37](Cl)=[O:38]. (4) Given the product [CH3:17][O:18][C:19]1[CH:20]=[CH:21][C:22]([C:25]2[CH:30]=[CH:29][CH:28]=[CH:27][C:26]=2[N:31]2[CH2:36][CH2:35][N:34]([CH2:2][CH2:3][CH2:4][CH2:5][CH2:6][C:7]([NH:9][CH2:10][C:11]3[CH:12]=[N:13][CH:14]=[CH:15][CH:16]=3)=[O:8])[CH2:33][CH2:32]2)=[CH:23][CH:24]=1, predict the reactants needed to synthesize it. The reactants are: Br[CH2:2][CH2:3][CH2:4][CH2:5][CH2:6][C:7]([NH:9][CH2:10][C:11]1[CH:12]=[N:13][CH:14]=[CH:15][CH:16]=1)=[O:8].[CH3:17][O:18][C:19]1[CH:24]=[CH:23][C:22]([C:25]2[CH:30]=[CH:29][CH:28]=[CH:27][C:26]=2[N:31]2[CH2:36][CH2:35][NH:34][CH2:33][CH2:32]2)=[CH:21][CH:20]=1. (5) Given the product [CH3:58][O:59][CH2:60][CH:61]([CH2:62][O:63][CH3:64])[O:1][C:2]1[CH:3]=[C:4]([O:16][C:17]2[CH:18]=[N:40][C:20]([S:23]([CH3:26])(=[O:25])=[O:24])=[CH:21][CH:22]=2)[CH:5]=[C:6]2[C:10]=1[NH:9][C:8]([C:11]([O:13][CH3:14])=[O:12])=[CH:7]2, predict the reactants needed to synthesize it. The reactants are: [OH:1][C:2]1[CH:3]=[C:4]([O:16][C:17]2[CH:22]=[CH:21][C:20]([S:23]([CH3:26])(=[O:25])=[O:24])=C[CH:18]=2)[CH:5]=[C:6]2[C:10]=1[NH:9][C:8]([C:11]([O:13][CH2:14]C)=[O:12])=[CH:7]2.C(P(CCCC)CCCC)CCC.[N:40](C(N1CCCCC1)=O)=NC(N1CCCCC1)=O.[CH3:58][O:59][CH2:60][CH:61](O)[CH2:62][O:63][CH3:64]. (6) The reactants are: [CH:1]([C:4]1[CH:10]=[CH:9][CH:8]=[C:7]([CH:11]([CH3:13])[CH3:12])[C:5]=1[NH2:6])([CH3:3])[CH3:2].[C:14]([C:18]1[CH:23]=[CH:22][CH:21]=[CH:20][CH:19]=1)(=O)[CH2:15][CH3:16].CC1C=CC(S(O)(=O)=O)=CC=1. Given the product [CH:11]([C:7]1[CH:8]=[CH:9][CH:10]=[C:4]([CH:1]([CH3:3])[CH3:2])[C:5]=1[N:6]=[C:14]([C:18]1[CH:23]=[CH:22][CH:21]=[CH:20][CH:19]=1)[CH2:15][CH3:16])([CH3:13])[CH3:12], predict the reactants needed to synthesize it.